Dataset: Forward reaction prediction with 1.9M reactions from USPTO patents (1976-2016). Task: Predict the product of the given reaction. (1) Given the reactants [NH2:1][CH2:2][C:3]1[CH:4]=[CH:5][C:6]([O:10][CH2:11][CH2:12][CH3:13])=[C:7]([OH:9])[CH:8]=1.C(N(CC)CC)C.[I:21][C:22]1[CH:23]=[C:24]2[C:29](=[CH:30][CH:31]=1)[C:28](=[O:32])[NH:27][C:26](=[O:33])/[C:25]/2=[CH:34]/OC.O, predict the reaction product. The product is: [OH:9][C:7]1[CH:8]=[C:3]([CH:4]=[CH:5][C:6]=1[O:10][CH2:11][CH2:12][CH3:13])[CH2:2][NH:1]/[CH:34]=[C:25]1\[C:26](=[O:33])[NH:27][C:28](=[O:32])[C:29]2[C:24]\1=[CH:23][C:22]([I:21])=[CH:31][CH:30]=2. (2) Given the reactants [CH2:1]([N:8]1[CH2:13][CH2:12][NH:11][C@@H:10]([CH2:14][CH2:15][OH:16])[CH2:9]1)[C:2]1[CH:7]=[CH:6][CH:5]=[CH:4][CH:3]=1.[C:17](O[C:17]([O:19][C:20]([CH3:23])([CH3:22])[CH3:21])=[O:18])([O:19][C:20]([CH3:23])([CH3:22])[CH3:21])=[O:18], predict the reaction product. The product is: [C:20]([O:19][C:17]([N:11]1[CH2:12][CH2:13][N:8]([CH2:1][C:2]2[CH:3]=[CH:4][CH:5]=[CH:6][CH:7]=2)[CH2:9][C@@H:10]1[CH2:14][CH2:15][OH:16])=[O:18])([CH3:23])([CH3:22])[CH3:21]. (3) Given the reactants Cl.Cl.[NH2:3][CH2:4][C@@:5]1([OH:13])[CH:10]2[CH2:11][CH2:12][N:7]([CH2:8][CH2:9]2)[CH2:6]1.C([O-])([O-])=O.[Cs+].[Cs+].[Br:20][C:21]1[CH:22]=[C:23]2[C:28](=[CH:29][CH:30]=1)[CH:27]=[N:26][C:25]([N:31]=[C:32]=S)=[CH:24]2.C(N=C=NC(C)C)(C)C, predict the reaction product. The product is: [Br:20][C:21]1[CH:22]=[C:23]2[C:28](=[CH:29][CH:30]=1)[CH:27]=[N:26][C:25]([NH:31][C:32]1[O:13][C@:5]3([CH2:4][N:3]=1)[CH:10]1[CH2:9][CH2:8][N:7]([CH2:12][CH2:11]1)[CH2:6]3)=[CH:24]2. (4) Given the reactants Br[C:2]1[CH:3]=[C:4]([CH:30]=[CH:31][CH:32]=1)[CH2:5][N:6]1[C:10]([CH3:11])=[CH:9][C:8]([C:12]2[O:16][N:15]=[C:14]([C:17]3[CH:22]=[CH:21][C:20]([C:23]4([C:26]([F:29])([F:28])[F:27])[CH2:25][CH2:24]4)=[CH:19][CH:18]=3)[N:13]=2)=[N:7]1.[Si]([O:50][CH:51]1[CH2:54][NH:53][CH2:52]1)(C(C)(C)C)(C1C=CC=CC=1)C1C=CC=CC=1, predict the reaction product. The product is: [CH3:11][C:10]1[N:6]([CH2:5][C:4]2[CH:3]=[C:2]([N:53]3[CH2:54][CH:51]([OH:50])[CH2:52]3)[CH:32]=[CH:31][CH:30]=2)[N:7]=[C:8]([C:12]2[O:16][N:15]=[C:14]([C:17]3[CH:22]=[CH:21][C:20]([C:23]4([C:26]([F:29])([F:28])[F:27])[CH2:25][CH2:24]4)=[CH:19][CH:18]=3)[N:13]=2)[CH:9]=1. (5) Given the reactants [Br:1][C:2]1[CH:3]=[C:4]([C:8]2([C:16]3[CH:21]=[CH:20][C:19]([OH:22])=[CH:18][CH:17]=3)[NH:12][C:11](=[S:13])[N:10]([CH3:14])[C:9]2=[O:15])[CH:5]=[CH:6][CH:7]=1.[CH3:23][O:24][CH2:25][CH2:26][S:27](Cl)(=[O:29])=[O:28], predict the reaction product. The product is: [CH3:23][O:24][CH2:25][CH2:26][S:27]([O:22][C:19]1[CH:18]=[CH:17][C:16]([C:8]2([C:4]3[CH:5]=[CH:6][CH:7]=[C:2]([Br:1])[CH:3]=3)[C:9](=[O:15])[N:10]([CH3:14])[C:11](=[S:13])[NH:12]2)=[CH:21][CH:20]=1)(=[O:29])=[O:28]. (6) Given the reactants [CH:1]1([C:4]2[CH:5]=[CH:6][C:7]([C:15]([NH:17][C:18]([CH2:24][CH3:25])([CH2:22][CH3:23])[C:19]([OH:21])=O)=[O:16])=[N:8][C:9]=2[O:10][CH2:11][CH:12]2[CH2:14][CH2:13]2)[CH2:3][CH2:2]1.[CH3:26][O:27][CH2:28][CH2:29][NH2:30], predict the reaction product. The product is: [CH2:22]([C:18]([NH:17][C:15]([C:7]1[CH:6]=[CH:5][C:4]([CH:1]2[CH2:3][CH2:2]2)=[C:9]([O:10][CH2:11][CH:12]2[CH2:13][CH2:14]2)[N:8]=1)=[O:16])([C:19](=[O:21])[NH:30][CH2:29][CH2:28][O:27][CH3:26])[CH2:24][CH3:25])[CH3:23]. (7) Given the reactants C(=O)([O-])[O-].[K+].[K+].[Cl:7][C:8]1[CH:15]=[CH:14][C:11]([CH2:12]Br)=[CH:10][CH:9]=1.[CH3:16][O:17][C:18]1[CH:19]=[C:20]2[C:25](=[CH:26][C:27]=1[O:28][CH3:29])[NH:24][CH:23]=[C:22]([C:30]#[N:31])[C:21]2=[O:32], predict the reaction product. The product is: [Cl:7][C:8]1[CH:15]=[CH:14][C:11]([CH2:12][N:24]2[C:25]3[C:20](=[CH:19][C:18]([O:17][CH3:16])=[C:27]([O:28][CH3:29])[CH:26]=3)[C:21](=[O:32])[C:22]([C:30]#[N:31])=[CH:23]2)=[CH:10][CH:9]=1. (8) Given the reactants [CH2:1]([C:3]1[C:11]2[C:6](=[CH:7][CH:8]=[CH:9][C:10]=2[NH:12][C:13]([C:15]2[N:19]3[CH:20]=[CH:21][C:22]([C:24](O)=[O:25])=[CH:23][C:18]3=[N:17][CH:16]=2)=[O:14])[N:5]([CH2:27][C:28]2[CH:33]=[CH:32][CH:31]=[C:30]([CH3:34])[N:29]=2)[N:4]=1)[CH3:2].[N:35]1([C:41]([O:43][C:44]([CH3:47])([CH3:46])[CH3:45])=[O:42])[CH2:40][CH2:39][NH:38][CH2:37][CH2:36]1.Cl.CN(C)CCCN=C=NCC.ON1C2C=CC=CC=2N=N1.C(N(CC)CC)C, predict the reaction product. The product is: [CH2:1]([C:3]1[C:11]2[C:6](=[CH:7][CH:8]=[CH:9][C:10]=2[NH:12][C:13]([C:15]2[N:19]3[CH:20]=[CH:21][C:22]([C:24]([N:38]4[CH2:39][CH2:40][N:35]([C:41]([O:43][C:44]([CH3:47])([CH3:46])[CH3:45])=[O:42])[CH2:36][CH2:37]4)=[O:25])=[CH:23][C:18]3=[N:17][CH:16]=2)=[O:14])[N:5]([CH2:27][C:28]2[CH:33]=[CH:32][CH:31]=[C:30]([CH3:34])[N:29]=2)[N:4]=1)[CH3:2]. (9) Given the reactants Br[CH2:2][C:3]1[C:4]([C:21]2[CH:26]=[CH:25][CH:24]=[C:23]([C:27]([F:30])([F:29])[F:28])[CH:22]=2)=[N:5][C:6]2[C:11]([C:12]=1[C:13]([O:15][CH3:16])=[O:14])=[CH:10][CH:9]=[C:8]([S:17]([CH3:20])(=[O:19])=[O:18])[CH:7]=2.[N:31]1([CH:37]2[CH2:42][CH2:41][NH:40][CH2:39][CH2:38]2)[CH2:36][CH2:35][CH2:34][CH2:33][CH2:32]1, predict the reaction product. The product is: [N:31]1([CH:37]2[CH2:42][CH2:41][N:40]([CH2:2][C:3]3[C:4]([C:21]4[CH:26]=[CH:25][CH:24]=[C:23]([C:27]([F:30])([F:29])[F:28])[CH:22]=4)=[N:5][C:6]4[C:11]([C:12]=3[C:13]([O:15][CH3:16])=[O:14])=[CH:10][CH:9]=[C:8]([S:17]([CH3:20])(=[O:19])=[O:18])[CH:7]=4)[CH2:39][CH2:38]2)[CH2:36][CH2:35][CH2:34][CH2:33][CH2:32]1.